From a dataset of Catalyst prediction with 721,799 reactions and 888 catalyst types from USPTO. Predict which catalyst facilitates the given reaction. (1) Reactant: [CH:1]([S:14]([CH2:16][C:17]([OH:19])=[O:18])=[O:15])([C:8]1[CH:13]=[CH:12][CH:11]=[CH:10][CH:9]=1)[C:2]1[CH:7]=[CH:6][CH:5]=[CH:4][CH:3]=1.CC(N)C1C=CC=CC=1.Cl. Product: [CH:1]([S:14]([CH2:16][C:17]([OH:19])=[O:18])=[O:15])([C:8]1[CH:13]=[CH:12][CH:11]=[CH:10][CH:9]=1)[C:2]1[CH:3]=[CH:4][CH:5]=[CH:6][CH:7]=1. The catalyst class is: 6. (2) Reactant: [O:1]1[CH2:5][CH2:4][C@@H:3]([OH:6])[CH2:2]1.[H-].[Na+].CC1C=CC(S(O[CH2:20][CH2:21][O:22][C:23]2[CH:28]=[CH:27][C:26]([CH2:29][C:30]3[CH:35]=[C:34]([Br:36])[CH:33]=[CH:32][C:31]=3[Cl:37])=[CH:25][CH:24]=2)(=O)=O)=CC=1. Product: [Br:36][C:34]1[CH:33]=[CH:32][C:31]([Cl:37])=[C:30]([CH:35]=1)[CH2:29][C:26]1[CH:25]=[CH:24][C:23]([O:22][CH2:21][CH2:20][O:6][C@H:3]2[CH2:4][CH2:5][O:1][CH2:2]2)=[CH:28][CH:27]=1. The catalyst class is: 7. (3) Reactant: [Li+].[OH-].[CH3:3][O:4][C:5]1[CH:21]=[CH:20][C:8]([CH2:9][N:10]2[CH:14]=[C:13]([C:15]([O:17]CC)=[O:16])[CH:12]=[N:11]2)=[CH:7][CH:6]=1. Product: [CH3:3][O:4][C:5]1[CH:6]=[CH:7][C:8]([CH2:9][N:10]2[CH:14]=[C:13]([C:15]([OH:17])=[O:16])[CH:12]=[N:11]2)=[CH:20][CH:21]=1. The catalyst class is: 776. (4) Reactant: [OH:1][C:2]1[CH:7]=[CH:6][C:5]([C:8]2[CH:13]=[CH:12][C:11]([C:14]#[N:15])=[CH:10][CH:9]=2)=[CH:4][CH:3]=1.C(=O)([O-])[O-].[K+].[K+].[Cl:22][C:23]1[CH:41]=[CH:40][C:26]([C:27]([N:29]2[CH2:32][C:31]([CH2:38]Cl)([C:33]([O:35]CC)=[O:34])[CH2:30]2)=[O:28])=[CH:25][CH:24]=1.O. Product: [Cl:22][C:23]1[CH:41]=[CH:40][C:26]([C:27]([N:29]2[CH2:32][C:31]([CH2:38][O:1][C:2]3[CH:3]=[CH:4][C:5]([C:8]4[CH:13]=[CH:12][C:11]([C:14]#[N:15])=[CH:10][CH:9]=4)=[CH:6][CH:7]=3)([C:33]([OH:35])=[O:34])[CH2:30]2)=[O:28])=[CH:25][CH:24]=1. The catalyst class is: 16. (5) Reactant: [CH3:1][N:2]1[C:6]([C:7]([C:9]2[CH:16]=[CH:15][C:12]([C:13]#[N:14])=[C:11]([O:17][C:18]3[CH:27]=[CH:26][C:25]4[C:20](=[CH:21][CH:22]=[CH:23][CH:24]=4)[CH:19]=3)[CH:10]=2)=[O:8])=[CH:5][N:4]=[CH:3]1.[CH3:28][Mg+].[Br-]. Product: [OH:8][C:7]([C:9]1[CH:16]=[CH:15][C:12]([C:13]#[N:14])=[C:11]([O:17][C:18]2[CH:27]=[CH:26][C:25]3[C:20](=[CH:21][CH:22]=[CH:23][CH:24]=3)[CH:19]=2)[CH:10]=1)([C:6]1[N:2]([CH3:1])[CH:3]=[N:4][CH:5]=1)[CH3:28]. The catalyst class is: 1. (6) Reactant: [F:1][C:2]([F:13])([F:12])[O:3][C:4]1[CH:5]=[C:6]([CH:9]=[CH:10][CH:11]=1)[CH:7]=O.[F:14][C:15]1[CH:21]=[CH:20][C:18]([NH2:19])=[CH:17][CH:16]=1.[C:22]([O:27]CC)(=O)[C:23]([CH3:25])=O. Product: [F:1][C:2]([F:13])([F:12])[O:3][C:4]1[CH:5]=[C:6]([CH:7]2[N:19]([C:18]3[CH:20]=[CH:21][C:15]([F:14])=[CH:16][CH:17]=3)[C:22](=[O:27])[C:23]([NH:19][C:18]3[CH:20]=[CH:21][C:15]([F:14])=[CH:16][CH:17]=3)=[CH:25]2)[CH:9]=[CH:10][CH:11]=1. The catalyst class is: 15. (7) Reactant: Br[C:2]1[CH:3]=[C:4]2[C:10]([CH3:11])=[N:9][NH:8][C:5]2=[CH:6][N:7]=1.C([O-])([O-])=O.[Na+].[Na+].[NH:18]1[CH:22]=[C:21](B(O)O)[CH:20]=[N:19]1. Product: [CH3:11][C:10]1[C:4]2[C:5](=[CH:6][N:7]=[C:2]([C:21]3[CH:22]=[N:18][NH:19][CH:20]=3)[CH:3]=2)[NH:8][N:9]=1. The catalyst class is: 3. (8) Reactant: [CH3:1][O:2][C:3]1[CH:10]=[CH:9][C:6]([C:7]#[N:8])=[CH:5][CH:4]=1.CC(C)([O-])C.[K+].[C:17](#[N:20])[CH2:18][CH3:19].C1(C)C=CC=CC=1. Product: [NH2:8][C:7]([C:6]1[CH:9]=[CH:10][C:3]([O:2][CH3:1])=[CH:4][CH:5]=1)=[C:18]([CH3:19])[C:17]#[N:20]. The catalyst class is: 250. (9) Reactant: [CH2:1]([O:3][Si:4]([O:23][CH2:24][CH3:25])([O:20][CH2:21][CH3:22])/[CH:5]=[CH:6]/[Sn](CCCC)(CCCC)CCCC)[CH3:2].[NH2:26][C:27]1[N:32]=[C:31]([C:33]2[CH:38]=[CH:37][C:36]([Cl:39])=[C:35]([O:40][CH3:41])[C:34]=2[F:42])[N:30]=[C:29]([C:43]([O:45][CH3:46])=[O:44])[C:28]=1I. Product: [NH2:26][C:27]1[N:32]=[C:31]([C:33]2[CH:38]=[CH:37][C:36]([Cl:39])=[C:35]([O:40][CH3:41])[C:34]=2[F:42])[N:30]=[C:29]([C:43]([O:45][CH3:46])=[O:44])[C:28]=1/[CH:6]=[CH:5]/[Si:4]([O:3][CH2:1][CH3:2])([O:20][CH2:21][CH3:22])[O:23][CH2:24][CH3:25]. The catalyst class is: 35. (10) Reactant: [F:1][C:2]1[CH:7]=[C:6](I)[CH:5]=[CH:4][C:3]=1[N:9]1[CH:14]=[C:13]([O:15][CH3:16])[C:12](=[O:17])[C:11]([C:18]2[N:22]([C:23]3[CH:28]=[CH:27][CH:26]=[CH:25][CH:24]=3)[N:21]=[CH:20][CH:19]=2)=[N:10]1.Cl.[F:30][C:31]1([F:38])[C:35]([F:37])([F:36])[CH2:34][NH:33][CH2:32]1.CC1(C)C2C(=C(P(C3C=CC=CC=3)C3C=CC=CC=3)C=CC=2)OC2C(P(C3C=CC=CC=3)C3C=CC=CC=3)=CC=CC1=2.CC([O-])(C)C.[Na+]. Product: [F:1][C:2]1[CH:7]=[C:6]([N:33]2[CH2:34][C:35]([F:37])([F:36])[C:31]([F:38])([F:30])[CH2:32]2)[CH:5]=[CH:4][C:3]=1[N:9]1[CH:14]=[C:13]([O:15][CH3:16])[C:12](=[O:17])[C:11]([C:18]2[N:22]([C:23]3[CH:28]=[CH:27][CH:26]=[CH:25][CH:24]=3)[N:21]=[CH:20][CH:19]=2)=[N:10]1. The catalyst class is: 488.